Dataset: Catalyst prediction with 721,799 reactions and 888 catalyst types from USPTO. Task: Predict which catalyst facilitates the given reaction. Reactant: [NH2:1][C:2]1[CH:3]=[C:4]([CH:21]=[CH:22][CH:23]=1)[O:5][C:6]1[CH:7]=[CH:8][C:9]2[N:10]([CH:12]=[C:13]([NH:15][C:16]([CH:18]3[CH2:20][CH2:19]3)=[O:17])[N:14]=2)[N:11]=1.[Cl:24][C:25]1[CH:30]=[C:29]([C:31](O)=[O:32])[CH:28]=[C:27]([CH3:34])[N:26]=1.Cl.CN(C)CCCN=C=NCC.ON1C2C=CC=CC=2N=N1.[Cl-].[NH4+]. Product: [Cl:24][C:25]1[CH:30]=[C:29]([CH:28]=[C:27]([CH3:34])[N:26]=1)[C:31]([NH:1][C:2]1[CH:23]=[CH:22][CH:21]=[C:4]([O:5][C:6]2[CH:7]=[CH:8][C:9]3[N:10]([CH:12]=[C:13]([NH:15][C:16]([CH:18]4[CH2:20][CH2:19]4)=[O:17])[N:14]=3)[N:11]=2)[CH:3]=1)=[O:32]. The catalyst class is: 9.